Dataset: Full USPTO retrosynthesis dataset with 1.9M reactions from patents (1976-2016). Task: Predict the reactants needed to synthesize the given product. (1) Given the product [OH:23][N:22]=[C:2]([C:8]1[S:12][CH:11]=[N:10][CH:9]=1)[C:3]([O:5][CH2:6][CH3:7])=[O:4], predict the reactants needed to synthesize it. The reactants are: O=[C:2]([C:8]1[S:12][CH:11]=[N:10][CH:9]=1)[C:3]([O:5][CH2:6][CH3:7])=[O:4].C(O)C.C([O-])(=O)C.[Na+].Cl.[NH2:22][OH:23]. (2) Given the product [Cl:1][C:2]1[CH:11]=[C:10]([C:12](=[O:14])[CH3:13])[C:9]([N:15]2[CH2:16][CH2:17][N:18]([C:24]([CH:21]3[CH2:23][CH2:22]3)=[O:25])[CH2:19][CH2:20]2)=[C:8]2[C:3]=1[CH:4]=[CH:5][CH:6]=[N:7]2, predict the reactants needed to synthesize it. The reactants are: [Cl:1][C:2]1[CH:11]=[C:10]([C:12](=[O:14])[CH3:13])[C:9]([N:15]2[CH2:20][CH2:19][NH:18][CH2:17][CH2:16]2)=[C:8]2[C:3]=1[CH:4]=[CH:5][CH:6]=[N:7]2.[CH:21]1([C:24](Cl)=[O:25])[CH2:23][CH2:22]1.C(N(CC)CC)C. (3) Given the product [OH:15][CH2:14][C:11]1([C:17]([O:19][CH3:20])=[O:18])[CH2:10][CH2:9][N:8]([C:6]([O:5][C:1]([CH3:3])([CH3:4])[CH3:2])=[O:7])[CH2:13][CH2:12]1, predict the reactants needed to synthesize it. The reactants are: [C:1]([O:5][C:6]([N:8]1[CH2:13][CH2:12][C:11]([C:17]([O:19][CH3:20])=[O:18])([C:14](O)=[O:15])[CH2:10][CH2:9]1)=[O:7])([CH3:4])([CH3:3])[CH3:2].CCN(C(C)C)C(C)C.ClC(OC)=O.[BH4-].[Na+]. (4) Given the product [C:20]([C:15]1[CH:14]=[C:13]([CH:18]=[CH:17][C:16]=1[CH3:19])[O:12][C:10]1[NH:9][C:8]2[CH:24]=[C:4]([F:3])[C:5]([C:25]3[CH:30]=[CH:29][C:28]([C:31]4[CH:36]=[CH:35][C:34]([C:37]([OH:39])=[O:38])=[CH:33][CH:32]=4)=[CH:27][CH:26]=3)=[CH:6][C:7]=2[N:11]=1)([OH:22])=[O:21], predict the reactants needed to synthesize it. The reactants are: [OH-].[Na+].[F:3][C:4]1[C:5]([C:25]2[CH:30]=[CH:29][C:28]([C:31]3[CH:36]=[CH:35][C:34]([C:37]([O-:39])=[O:38])=[CH:33][CH:32]=3)=[CH:27][CH:26]=2)=[CH:6][C:7]2[N:11]=[C:10]([O:12][C:13]3[CH:18]=[CH:17][C:16]([CH3:19])=[C:15]([C:20]([O:22]C)=[O:21])[CH:14]=3)[NH:9][C:8]=2[CH:24]=1. (5) Given the product [ClH:29].[CH2:1]([N:4]1[CH2:5][CH2:6][N:7]([C:10]2[CH:11]=[CH:12][C:13]([NH:16][S:26]([C:23]3[CH:24]=[CH:25][C:20]([CH:17]([CH3:19])[CH3:18])=[CH:21][CH:22]=3)(=[O:28])=[O:27])=[N:14][CH:15]=2)[CH2:8][CH2:9]1)[CH:2]=[CH2:3], predict the reactants needed to synthesize it. The reactants are: [CH2:1]([N:4]1[CH2:9][CH2:8][N:7]([C:10]2[CH:11]=[CH:12][C:13]([NH2:16])=[N:14][CH:15]=2)[CH2:6][CH2:5]1)[CH:2]=[CH2:3].[CH:17]([C:20]1[CH:25]=[CH:24][C:23]([S:26]([Cl:29])(=[O:28])=[O:27])=[CH:22][CH:21]=1)([CH3:19])[CH3:18].C(N(CC)CC)C. (6) The reactants are: Cl.[CH2:2]([O:9][C:10](=[O:29])[NH:11][CH2:12][CH2:13][CH2:14][CH2:15][C@H:16]([NH2:28])[C:17]([C:19]1[S:20][C:21]2[CH:27]=[CH:26][CH:25]=[CH:24][C:22]=2[N:23]=1)=[O:18])[C:3]1[CH:8]=[CH:7][CH:6]=[CH:5][CH:4]=1.[CH:30]1([C:35](O)=[O:36])[CH2:34][CH2:33][CH2:32][CH2:31]1.CCN(C(C)C)C(C)C.CN(C(ON1N=NC2C=CC=NC1=2)=[N+](C)C)C.F[P-](F)(F)(F)(F)F. Given the product [CH2:2]([O:9][C:10](=[O:29])[NH:11][CH2:12][CH2:13][CH2:14][CH2:15][C@H:16]([NH:28][C:35]([CH:30]1[CH2:34][CH2:33][CH2:32][CH2:31]1)=[O:36])[C:17]([C:19]1[S:20][C:21]2[CH:27]=[CH:26][CH:25]=[CH:24][C:22]=2[N:23]=1)=[O:18])[C:3]1[CH:8]=[CH:7][CH:6]=[CH:5][CH:4]=1, predict the reactants needed to synthesize it.